Dataset: Forward reaction prediction with 1.9M reactions from USPTO patents (1976-2016). Task: Predict the product of the given reaction. (1) Given the reactants [CH2:1]([O:3][C:4](=[O:17])[CH:5]([C:15]#[N:16])[C:6]1[C:11]([N+:12]([O-])=O)=[CH:10][CH:9]=[CH:8][N:7]=1)[CH3:2], predict the reaction product. The product is: [CH2:1]([O:3][C:4](=[O:17])[CH:5]([C:15]#[N:16])[C:6]1[C:11]([NH2:12])=[CH:10][CH:9]=[CH:8][N:7]=1)[CH3:2]. (2) Given the reactants [N:1]([CH2:4][CH2:5][O:6][CH2:7][CH2:8][O:9][CH2:10][CH2:11][O:12][CH2:13][C:14]#[CH:15])=[N+]=[N-].O.[Na+].[Cl-].C(Cl)Cl, predict the reaction product. The product is: [NH2:1][CH2:4][CH2:5][O:6][CH2:7][CH2:8][O:9][CH2:10][CH2:11][O:12][CH2:13][C:14]#[CH:15]. (3) Given the reactants [Br:1][C:2]1[CH:7]=[CH:6][CH:5]=[CH:4][C:3]=1[C:8]1[N:13]=[C:12]([N:14]=CN(C)C)[C:11]([C:19]#[N:20])=[N:10][C:9]=1[C:21]1[CH:26]=[CH:25][C:24](=[O:27])[N:23]([CH:28]([CH3:30])[CH3:29])[N:22]=1.[OH-].[Na+], predict the reaction product. The product is: [NH2:14][C:12]1[C:11]([C:19]#[N:20])=[N:10][C:9]([C:21]2[CH:26]=[CH:25][C:24](=[O:27])[N:23]([CH:28]([CH3:30])[CH3:29])[N:22]=2)=[C:8]([C:3]2[CH:4]=[CH:5][CH:6]=[CH:7][C:2]=2[Br:1])[N:13]=1. (4) Given the reactants C(O)=O.[NH2:4][CH2:5][CH2:6][C:7]1[CH:33]=[CH:32][C:10]([NH:11][CH:12]2[CH2:17][CH2:16][N:15]([C:18]([NH:20][CH2:21][C:22]3[CH:27]=[CH:26][CH:25]=[C:24]([O:28][CH3:29])[C:23]=3[O:30][CH3:31])=[O:19])[CH2:14][CH2:13]2)=[CH:9][CH:8]=1.[C:34]([Si:38]([O:51][C:52]1[CH:57]=[CH:56][C:55]([O:58][CH2:59][CH:60]2[CH2:62][O:61]2)=[CH:54][CH:53]=1)([C:45]1[CH:50]=[CH:49][CH:48]=[CH:47][CH:46]=1)[C:39]1[CH:44]=[CH:43][CH:42]=[CH:41][CH:40]=1)([CH3:37])([CH3:36])[CH3:35], predict the reaction product. The product is: [Si:38]([O:51][C:52]1[CH:57]=[CH:56][C:55]([O:58][CH2:59][C@@H:60]([OH:61])[CH2:62][NH:4][CH2:5][CH2:6][C:7]2[CH:8]=[CH:9][C:10]([NH:11][CH:12]3[CH2:17][CH2:16][N:15]([C:18]([NH:20][CH2:21][C:22]4[CH:27]=[CH:26][CH:25]=[C:24]([O:28][CH3:29])[C:23]=4[O:30][CH3:31])=[O:19])[CH2:14][CH2:13]3)=[CH:32][CH:33]=2)=[CH:54][CH:53]=1)([C:34]([CH3:35])([CH3:37])[CH3:36])([C:39]1[CH:44]=[CH:43][CH:42]=[CH:41][CH:40]=1)[C:45]1[CH:46]=[CH:47][CH:48]=[CH:49][CH:50]=1. (5) The product is: [Cl:28][C:29]1[CH:30]=[CH:31][C:32]([N:40]2[CH:44]=[N:43][N:42]=[N:41]2)=[C:33](/[CH:35]=[CH:36]/[C:37]([N:9]2[CH2:10][CH2:11][CH2:12][CH:7]([C:1]3[CH:2]=[CH:3][CH:4]=[CH:5][CH:6]=3)[CH:8]2[C:13]2[NH:14][CH:15]=[C:16]([C:18]3[CH:19]=[C:20]([CH:25]=[CH:26][CH:27]=3)[C:21]([O:23][CH3:24])=[O:22])[N:17]=2)=[O:38])[CH:34]=1. Given the reactants [C:1]1([CH:7]2[CH2:12][CH2:11][CH2:10][NH:9][CH:8]2[C:13]2[NH:14][CH:15]=[C:16]([C:18]3[CH:19]=[C:20]([CH:25]=[CH:26][CH:27]=3)[C:21]([O:23][CH3:24])=[O:22])[N:17]=2)[CH:6]=[CH:5][CH:4]=[CH:3][CH:2]=1.[Cl:28][C:29]1[CH:30]=[CH:31][C:32]([N:40]2[CH:44]=[N:43][N:42]=[N:41]2)=[C:33](/[CH:35]=[CH:36]/[C:37](O)=[O:38])[CH:34]=1.C1CN([P+](ON2N=NC3C=CC=CC2=3)(N2CCCC2)N2CCCC2)CC1.F[P-](F)(F)(F)(F)F.CCN(C(C)C)C(C)C, predict the reaction product. (6) The product is: [Cl:24][C:25]1[C:30]([Cl:31])=[CH:29][CH:28]=[CH:27][C:26]=1[C:2]1[CH:3]=[N:4][N:5]2[C:10]([C:11]3[CH:12]=[C:13]([NH:17][C:18](=[O:23])[CH2:19][CH:20]([CH3:22])[CH3:21])[CH:14]=[CH:15][CH:16]=3)=[CH:9][CH:8]=[N:7][C:6]=12. Given the reactants Br[C:2]1[CH:3]=[N:4][N:5]2[C:10]([C:11]3[CH:12]=[C:13]([NH:17][C:18](=[O:23])[CH2:19][CH:20]([CH3:22])[CH3:21])[CH:14]=[CH:15][CH:16]=3)=[CH:9][CH:8]=[N:7][C:6]=12.[Cl:24][C:25]1[C:30]([Cl:31])=[CH:29][CH:28]=[CH:27][C:26]=1B(O)O, predict the reaction product.